This data is from Catalyst prediction with 721,799 reactions and 888 catalyst types from USPTO. The task is: Predict which catalyst facilitates the given reaction. (1) Reactant: [Br:1][C:2]1[CH:3]=[CH:4][C:5]2[C:6]3[CH2:14][N:13]([C:15]([O:17][C:18]([CH3:21])([CH3:20])[CH3:19])=[O:16])[CH2:12][CH2:11][C:7]=3[NH:8][C:9]=2[CH:10]=1.[OH-].[Na+].[S:24](Cl)([C:27]1[CH:33]=[CH:32][C:30]([CH3:31])=[CH:29][CH:28]=1)(=[O:26])=[O:25].CCOC(C)=O. Product: [Br:1][C:2]1[CH:3]=[CH:4][C:5]2[C:6]3[CH2:14][N:13]([C:15]([O:17][C:18]([CH3:21])([CH3:20])[CH3:19])=[O:16])[CH2:12][CH2:11][C:7]=3[N:8]([S:24]([C:27]3[CH:33]=[CH:32][C:30]([CH3:31])=[CH:29][CH:28]=3)(=[O:26])=[O:25])[C:9]=2[CH:10]=1. The catalyst class is: 226. (2) Reactant: [CH:1]12[NH:8][CH:5]([CH2:6][CH2:7]1)[CH2:4][CH:3]([N:9]1[CH2:14][CH2:13][N:12]([C:15]([O:17][C:18]([CH3:21])([CH3:20])[CH3:19])=[O:16])[CH2:11][CH2:10]1)[CH2:2]2.[CH3:22][C:23](OC(C)=O)=[O:24].CCN(CC)CC. Product: [C:23]([N:8]1[CH:1]2[CH2:7][CH2:6][CH:5]1[CH2:4][CH:3]([N:9]1[CH2:10][CH2:11][N:12]([C:15]([O:17][C:18]([CH3:21])([CH3:20])[CH3:19])=[O:16])[CH2:13][CH2:14]1)[CH2:2]2)(=[O:24])[CH3:22]. The catalyst class is: 2. (3) Reactant: [O:1]1[CH2:5][CH2:4][C@H:3]([OH:6])[CH2:2]1.CC(C)([O-])C.[K+].F[C:14]1[CH:21]=[CH:20][C:19]([C:22]2[N:27]=[C:26]([NH:28][C:29]3[CH:34]=[CH:33][C:32]([N:35]4[CH2:40][CH2:39][N:38]([CH:41]5[CH2:44][O:43][CH2:42]5)[CH2:37][CH2:36]4)=[CH:31][CH:30]=3)[N:25]=[CH:24][N:23]=2)=[CH:18][C:15]=1[C:16]#[N:17].O. Product: [O:43]1[CH2:42][CH:41]([N:38]2[CH2:39][CH2:40][N:35]([C:32]3[CH:31]=[CH:30][C:29]([NH:28][C:26]4[N:25]=[CH:24][N:23]=[C:22]([C:19]5[CH:20]=[CH:21][C:14]([O:6][C@H:3]6[CH2:4][CH2:5][O:1][CH2:2]6)=[C:15]([CH:18]=5)[C:16]#[N:17])[N:27]=4)=[CH:34][CH:33]=3)[CH2:36][CH2:37]2)[CH2:44]1. The catalyst class is: 1. (4) Reactant: [NH2:1][CH2:2][CH2:3][CH2:4][N:5]1[CH2:10][CH2:9][N:8]([CH2:11][CH2:12][CH2:13][NH2:14])[CH2:7][CH2:6]1.[CH:15](=O)[C:16]1[CH:21]=[CH:20][CH:19]=[CH:18][CH:17]=1.[BH4-].[Na+].O. Product: [CH2:15]([NH:14][CH2:13][CH2:12][CH2:11][N:8]1[CH2:7][CH2:6][N:5]([CH2:4][CH2:3][CH2:2][NH:1][CH2:15][C:16]2[CH:21]=[CH:20][CH:19]=[CH:18][CH:17]=2)[CH2:10][CH2:9]1)[C:16]1[CH:21]=[CH:20][CH:19]=[CH:18][CH:17]=1. The catalyst class is: 8. (5) Reactant: [C:1]1([S:7]([O:10][CH2:11][CH2:12][CH2:13][CH2:14][CH2:15][CH2:16][CH2:17][CH2:18][C:19]2(Br)[CH2:21][C:20]2(Br)Br)(=[O:9])=[O:8])[CH:6]=[CH:5][CH:4]=[CH:3][CH:2]=1.C[Li]. Product: [C:1]1([S:7]([O:10][CH2:11][CH2:12][CH2:13][CH2:14][CH2:15][CH2:16][CH2:17][CH2:18][C:19]2[CH2:21][CH:20]=2)(=[O:9])=[O:8])[CH:2]=[CH:3][CH:4]=[CH:5][CH:6]=1. The catalyst class is: 27. (6) Product: [Br:2][C:3]1[CH:4]=[CH:5][C:6]([O:7][CH2:8][CH:9]2[CH2:10][CH2:11][N:12]([CH2:21][CH:19]([OH:20])[CH2:17][CH3:18])[CH2:13][CH2:14]2)=[CH:15][CH:16]=1. Reactant: Cl.[Br:2][C:3]1[CH:16]=[CH:15][C:6]([O:7][CH2:8][CH:9]2[CH2:14][CH2:13][NH:12][CH2:11][CH2:10]2)=[CH:5][CH:4]=1.[CH2:17]([CH:19]1[CH2:21][O:20]1)[CH3:18].C([O-])([O-])=O.[K+].[K+].O. The catalyst class is: 14. (7) Reactant: [C:1]([O:5][C:6]([C:8]1([CH:16]=[CH2:17])[CH2:13][O:12]C(C)(C)[O:10][CH2:9]1)=[O:7])([CH3:4])([CH3:3])[CH3:2].O.C1(C)C=CC(S(O)(=O)=O)=CC=1. Product: [C:1]([O:5][C:6](=[O:7])[C:8]([CH2:13][OH:12])([CH2:9][OH:10])[CH:16]=[CH2:17])([CH3:4])([CH3:2])[CH3:3]. The catalyst class is: 5. (8) Reactant: C(OC([N:8]1[CH2:17][CH2:16][C:15]2[C:10](=[CH:11][CH:12]=[CH:13][C:14]=2[C:18](=[O:32])[NH:19][C:20]2([C:29]([OH:31])=[O:30])[CH2:28][C:27]3[C:22](=[CH:23][CH:24]=[CH:25][CH:26]=3)[CH2:21]2)[CH2:9]1)=O)(C)(C)C.[C:33]([OH:39])([C:35]([F:38])([F:37])[F:36])=[O:34]. Product: [C:33]([OH:39])([C:35]([F:38])([F:37])[F:36])=[O:34].[CH2:9]1[C:10]2[CH:11]=[CH:12][CH:13]=[C:14]([C:18]([NH:19][C:20]3([C:29]([OH:31])=[O:30])[CH2:28][C:27]4[C:22](=[CH:23][CH:24]=[CH:25][CH:26]=4)[CH2:21]3)=[O:32])[C:15]=2[CH2:16][CH2:17][NH:8]1. The catalyst class is: 2. (9) Reactant: [Cl-].O[NH3+:3].[C:4](=[O:7])([O-])[OH:5].[Na+].CS(C)=O.[CH2:13]([C:15]1[N:16]=[C:17]([CH2:48][CH2:49][CH3:50])[N:18]([CH2:33][C:34]2[CH:39]=[CH:38][C:37]([C:40]3[C:41]([C:46]#[N:47])=[CH:42][CH:43]=[CH:44][CH:45]=3)=[CH:36][CH:35]=2)[C:19](=[O:32])[C:20]=1[C:21]1[CH:26]=[CH:25][C:24]([O:27][CH:28]([CH3:30])[CH3:29])=[CH:23][C:22]=1[F:31])[CH3:14]. Product: [CH2:13]([C:15]1[N:16]=[C:17]([CH2:48][CH2:49][CH3:50])[N:18]([CH2:33][C:34]2[CH:35]=[CH:36][C:37]([C:40]3[CH:45]=[CH:44][CH:43]=[CH:42][C:41]=3[C:46]3[NH:3][C:4](=[O:7])[O:5][N:47]=3)=[CH:38][CH:39]=2)[C:19](=[O:32])[C:20]=1[C:21]1[CH:26]=[CH:25][C:24]([O:27][CH:28]([CH3:29])[CH3:30])=[CH:23][C:22]=1[F:31])[CH3:14]. The catalyst class is: 6. (10) Reactant: [F:1][C:2]1[CH:7]=[C:6]([NH2:8])[CH:5]=[CH:4][C:3]=1[NH:9][C:10]1[CH:15]=[CH:14][N:13]=[C:12]2[NH:16][CH:17]=[C:18]([CH3:19])[C:11]=12.Cl[C:21]1[CH:26]=[C:25]([C:27]([F:30])([F:29])[F:28])[N:24]=[C:23]([NH2:31])[N:22]=1.Cl.[OH-].[Na+]. Product: [F:1][C:2]1[CH:7]=[C:6]([NH:8][C:21]2[CH:26]=[C:25]([C:27]([F:30])([F:28])[F:29])[N:24]=[C:23]([NH2:31])[N:22]=2)[CH:5]=[CH:4][C:3]=1[NH:9][C:10]1[CH:15]=[CH:14][N:13]=[C:12]2[NH:16][CH:17]=[C:18]([CH3:19])[C:11]=12. The catalyst class is: 6.